This data is from Reaction yield outcomes from USPTO patents with 853,638 reactions. The task is: Predict the reaction yield, written as a fraction of the theoretical maximum amount of product (1.0 means a 100% yield; for example, 0.34 means a 34% yield). (1) The reactants are [Cl:1][C:2]1[CH:7]=[C:6]([Cl:8])[CH:5]=[CH:4][C:3]=1[CH2:9][CH2:10][NH:11][C:12]1[N:17]=[C:16]([O:18][CH3:19])[N:15]=[C:14]([C:20]2[CH:21]=[C:22]([C:26]([CH3:31])([CH3:30])[C:27]([OH:29])=[O:28])[CH:23]=[CH:24][CH:25]=2)[CH:13]=1.Cl. The catalyst is CO.CCOCC. The product is [ClH:1].[Cl:1][C:2]1[CH:7]=[C:6]([Cl:8])[CH:5]=[CH:4][C:3]=1[CH2:9][CH2:10][NH:11][C:12]1[N:17]=[C:16]([O:18][CH3:19])[N:15]=[C:14]([C:20]2[CH:21]=[C:22]([C:26]([CH3:31])([CH3:30])[C:27]([OH:29])=[O:28])[CH:23]=[CH:24][CH:25]=2)[CH:13]=1. The yield is 0.870. (2) The reactants are [CH3:1][NH:2][CH2:3][CH3:4].[B:5]([C:8]1[CH:16]=[CH:15][C:11]([C:12]([OH:14])=O)=[C:10]([F:17])[CH:9]=1)([OH:7])[OH:6].F[P-](F)(F)(F)(F)F.N1(OC(N(C)C)=[N+](C)C)C2N=CC=CC=2N=N1.[NH4+].[Cl-].Cl. The catalyst is O.CN(C=O)C. The product is [CH2:3]([N:2]([CH3:1])[C:12]([C:11]1[CH:15]=[CH:16][C:8]([B:5]([OH:6])[OH:7])=[CH:9][C:10]=1[F:17])=[O:14])[CH3:4]. The yield is 0.800. (3) The yield is 0.760. The reactants are [C:1]([OH:5])([CH3:4])([CH3:3])[CH3:2].CN(C1C=CC=CN=1)C.[C:15]([O:20][C:21]12[CH2:30][CH:25]3[CH2:26][CH:27]([CH2:29][C:23]([O:31][CH:32]([CH3:36])[C:33]([OH:35])=[O:34])([CH2:24]3)[CH2:22]1)[CH2:28]2)(=[O:19])[C:16]([CH3:18])=[CH2:17].C1(N=C=NC2CCCCC2)CCCCC1. The product is [C:15]([O:20][C:21]12[CH2:30][CH:25]3[CH2:26][CH:27]([CH2:29][C:23]([O:31][CH:32]([CH3:36])[C:33]([O:35][O:5][C:1]([CH3:4])([CH3:3])[CH3:2])=[O:34])([CH2:24]3)[CH2:22]1)[CH2:28]2)(=[O:19])[C:16]([CH3:18])=[CH2:17]. The catalyst is CCCCCC.O.